From a dataset of Forward reaction prediction with 1.9M reactions from USPTO patents (1976-2016). Predict the product of the given reaction. (1) Given the reactants Cl[C:2]1[C:11]2[C:6](=[CH:7][C:8]([O:12][CH3:13])=[CH:9][CH:10]=2)[CH:5]=[C:4]([NH:14][C:15]2[CH:19]=[C:18]([CH3:20])[NH:17][N:16]=2)[N:3]=1.[CH2:21]([Mg]Br)[CH:22]([CH3:24])[CH3:23], predict the reaction product. The product is: [CH2:21]([C:2]1[C:11]2[C:6](=[CH:7][C:8]([O:12][CH3:13])=[CH:9][CH:10]=2)[CH:5]=[C:4]([NH:14][C:15]2[CH:19]=[C:18]([CH3:20])[NH:17][N:16]=2)[N:3]=1)[CH:22]([CH3:24])[CH3:23]. (2) Given the reactants [NH2:1][C:2]1[S:10][C:5]2[CH2:6][O:7][CH:8]([CH3:9])[C:4]=2[C:3]=1[C:11]([CH:13]1[CH2:18][CH2:17][O:16][CH2:15][CH2:14]1)=[O:12].[F:19][C:20]1[CH:28]=[CH:27][CH:26]=[C:25]([C:29]([F:32])([F:31])[F:30])[C:21]=1[C:22](Cl)=[O:23], predict the reaction product. The product is: [F:19][C:20]1[CH:28]=[CH:27][CH:26]=[C:25]([C:29]([F:30])([F:31])[F:32])[C:21]=1[C:22]([NH:1][C:2]1[S:10][C:5]2[CH2:6][O:7][CH:8]([CH3:9])[C:4]=2[C:3]=1[C:11]([CH:13]1[CH2:14][CH2:15][O:16][CH2:17][CH2:18]1)=[O:12])=[O:23]. (3) Given the reactants [CH2:1]([Mg]Cl)[CH3:2].COCN[C:9]([C:11]1[CH:20]=[CH:19][C:18]2[C:13](=[CH:14][CH:15]=[C:16]([F:21])[CH:17]=2)[CH:12]=1)=[O:10].Cl, predict the reaction product. The product is: [F:21][C:16]1[CH:17]=[C:18]2[C:13](=[CH:14][CH:15]=1)[CH:12]=[C:11]([C:9](=[O:10])[CH2:1][CH3:2])[CH:20]=[CH:19]2.